This data is from Peptide-MHC class II binding affinity with 134,281 pairs from IEDB. The task is: Regression. Given a peptide amino acid sequence and an MHC pseudo amino acid sequence, predict their binding affinity value. This is MHC class II binding data. (1) The peptide sequence is GLGWYKIEIDQDHQE. The MHC is DRB3_0202 with pseudo-sequence DRB3_0202. The binding affinity (normalized) is 0.111. (2) The peptide sequence is KKTRNMTMSMSMILVGV. The MHC is DRB1_1301 with pseudo-sequence DRB1_1301. The binding affinity (normalized) is 0.695. (3) The peptide sequence is DVYYTSAFVFPTKDV. The MHC is DRB1_0301 with pseudo-sequence DRB1_0301. The binding affinity (normalized) is 0.458.